This data is from Reaction yield outcomes from USPTO patents with 853,638 reactions. The task is: Predict the reaction yield, written as a fraction of the theoretical maximum amount of product (1.0 means a 100% yield; for example, 0.34 means a 34% yield). (1) The reactants are [NH2:1][C@@H:2]([CH2:6][CH3:7])[C:3]([OH:5])=[O:4].C(=O)([O-])[O-].[Na+].[Na+].[C:14](Cl)(=[O:23])[O:15][CH2:16][C:17]1[CH:22]=[CH:21][CH:20]=[CH:19][CH:18]=1. The catalyst is C1COCC1. The product is [CH2:16]([O:15][C:14]([NH:1][C@@H:2]([CH2:6][CH3:7])[C:3]([OH:5])=[O:4])=[O:23])[C:17]1[CH:22]=[CH:21][CH:20]=[CH:19][CH:18]=1. The yield is 0.770. (2) The reactants are [CH3:1][O:2][C:3]([C:5]1[C:22]([NH:23][C:24]2[CH:29]=[CH:28][C:27]([Br:30])=[CH:26][C:25]=2[Cl:31])=[C:21]([F:32])[C:8]2[N:9]=[CH:10][N:11]([CH2:12][CH2:13][C:14]([O:16]C(C)(C)C)=[O:15])[C:7]=2[CH:6]=1)=[O:4].[C:33]([OH:39])([C:35]([F:38])([F:37])[F:36])=[O:34]. The catalyst is C(Cl)Cl. The product is [OH:39][C:33]([C:35]([F:38])([F:37])[F:36])=[O:34].[CH3:1][O:2][C:3]([C:5]1[C:22]([NH:23][C:24]2[CH:29]=[CH:28][C:27]([Br:30])=[CH:26][C:25]=2[Cl:31])=[C:21]([F:32])[C:8]2[N:9]=[CH:10][N:11]([CH2:12][CH2:13][C:14]([OH:16])=[O:15])[C:7]=2[CH:6]=1)=[O:4]. The yield is 0.880. (3) The reactants are [F:1][CH:2]([F:12])[O:3][C:4]1[CH:9]=[CH:8][C:7](I)=[CH:6][C:5]=1[CH3:11].[C:13]([C:15]1[CH:20]=[CH:19][CH:18]=[CH:17][CH:16]=1)#[CH:14].C(N(CC)CC)C. The catalyst is CN(C=O)C.Cl[Pd](Cl)([P](C1C=CC=CC=1)(C1C=CC=CC=1)C1C=CC=CC=1)[P](C1C=CC=CC=1)(C1C=CC=CC=1)C1C=CC=CC=1.[Cu]I. The product is [F:1][CH:2]([F:12])[O:3][C:4]1[CH:9]=[CH:8][C:7]([C:14]#[C:13][C:15]2[CH:20]=[CH:19][CH:18]=[CH:17][CH:16]=2)=[CH:6][C:5]=1[CH3:11]. The yield is 0.780. (4) The reactants are [Cl:1][C:2]1[CH:28]=[C:27]([Cl:29])[CH:26]=[CH:25][C:3]=1[CH2:4][O:5][C:6]1[C:11]([CH3:12])=[C:10]([O:13][CH2:14][CH2:15][O:16][CH3:17])[CH:9]=[CH:8][C:7]=1/[CH:18]=[CH:19]/[C:20]([O:22]CC)=[O:21].[OH-].[Na+].Cl. The catalyst is O1CCCC1.C(O)C. The product is [Cl:1][C:2]1[CH:28]=[C:27]([Cl:29])[CH:26]=[CH:25][C:3]=1[CH2:4][O:5][C:6]1[C:11]([CH3:12])=[C:10]([O:13][CH2:14][CH2:15][O:16][CH3:17])[CH:9]=[CH:8][C:7]=1/[CH:18]=[CH:19]/[C:20]([OH:22])=[O:21]. The yield is 0.240. (5) The reactants are Br[CH2:2][CH:3]1[CH2:5][CH2:4]1.[F:6][C:7]1[CH:12]=[C:11]([F:13])[CH:10]=[CH:9][C:8]=1[N:14]1[C:22](=[O:23])[C:21]2[C@@H:20]3[C:24]([CH3:26])([CH3:25])[C@@:17]([CH3:27])([CH2:18][CH2:19]3)[C:16]=2[NH:15]1. The catalyst is [I-].C([N+](CCCC)(CCCC)CCCC)CCC.CN(C)C=O.ClCCl. The product is [CH:5]1([CH2:4][N:15]2[C:16]3[C@@:17]4([CH3:27])[C:24]([CH3:26])([CH3:25])[C@H:20]([CH2:19][CH2:18]4)[C:21]=3[C:22](=[O:23])[N:14]2[C:8]2[CH:9]=[CH:10][C:11]([F:13])=[CH:12][C:7]=2[F:6])[CH2:3][CH2:2]1. The yield is 0.430. (6) The reactants are [CH2:1]([N:3]1[CH2:8][CH2:7][CH:6]([CH2:9][C:10]2[CH:40]=[CH:39][C:13]([C:14]([NH:16][C@H:17]3[C@H:22]4[C@@H:18]3[O:19][C:20]3[CH:26]=[CH:25][C:24]([O:27][C:28]5[C:37]6[CH2:36][CH2:35][C:34](=[O:38])[NH:33][C:32]=6[N:31]=[CH:30][CH:29]=5)=[CH:23][C:21]=34)=[O:15])=[CH:12][C:11]=2[C:41]([F:44])([F:43])[F:42])[CH2:5][CH2:4]1)[CH3:2].N[C@H]1[C@H]2[C@@H]1OC1C=CC(OC3C=CN=C4C=3CCC(=O)N4)=CC=12.CN(C(ON1N=NC2C=CC=NC1=2)=[N+](C)C)C.F[P-](F)(F)(F)(F)F.CCN(C(C)C)C(C)C. The catalyst is CN(C=O)C.O. The product is [CH2:1]([N:3]1[CH2:8][CH2:7][C:6](=[CH:9][C:10]2[CH:40]=[CH:39][C:13]([C:14]([NH:16][C@H:17]3[C@H:22]4[C@@H:18]3[O:19][C:20]3[CH:26]=[CH:25][C:24]([O:27][C:28]5[C:37]6[CH2:36][CH2:35][C:34](=[O:38])[NH:33][C:32]=6[N:31]=[CH:30][CH:29]=5)=[CH:23][C:21]=34)=[O:15])=[CH:12][C:11]=2[C:41]([F:44])([F:43])[F:42])[CH2:5][CH2:4]1)[CH3:2]. The yield is 0.100. (7) The reactants are [NH2:1][C:2]1[CH:3]=[C:4]([CH:10]=[CH:11][C:12]=1[NH2:13])[C:5]([O:7][CH2:8][CH3:9])=[O:6].[C:14]([CH2:16][C:17](O)=O)#[N:15].Cl.C(N=C=NCCCN(CC)CC)C.ON1C2C=CC=CC=2N=N1. The catalyst is C(Cl)(Cl)Cl.CN(C)C=O. The product is [C:14]([CH2:16][C:17]1[NH:13][C:12]2[CH:11]=[CH:10][C:4]([C:5]([O:7][CH2:8][CH3:9])=[O:6])=[CH:3][C:2]=2[N:1]=1)#[N:15]. The yield is 0.670. (8) The reactants are [F:1][CH:2]([F:34])[C:3]1[N:7]([C:8]2[N:13]=[C:12]([N:14]([CH3:21])[CH:15]3[CH2:20][CH2:19][NH:18][CH2:17][CH2:16]3)[CH:11]=[C:10]([N:22]3[CH2:27][CH2:26][O:25][CH2:24][CH2:23]3)[N:9]=2)[C:6]2[CH:28]=[CH:29][CH:30]=[C:31]([O:32][CH3:33])[C:5]=2[N:4]=1.CCN(CC)CC.[CH3:42][S:43](Cl)(=[O:45])=[O:44]. The catalyst is C1COCC1.O. The product is [F:34][CH:2]([F:1])[C:3]1[N:7]([C:8]2[N:13]=[C:12]([N:14]([CH3:21])[CH:15]3[CH2:20][CH2:19][N:18]([S:43]([CH3:42])(=[O:45])=[O:44])[CH2:17][CH2:16]3)[CH:11]=[C:10]([N:22]3[CH2:27][CH2:26][O:25][CH2:24][CH2:23]3)[N:9]=2)[C:6]2[CH:28]=[CH:29][CH:30]=[C:31]([O:32][CH3:33])[C:5]=2[N:4]=1. The yield is 0.890.